Task: Predict the reaction yield, written as a fraction of the theoretical maximum amount of product (1.0 means a 100% yield; for example, 0.34 means a 34% yield).. Dataset: Reaction yield outcomes from USPTO patents with 853,638 reactions The yield is 0.670. The product is [C:14]([O:18][C:19]([N:21]1[CH2:26][CH2:25][N:24]([C:27]2[CH:28]=[C:29]([O:40][CH3:41])[CH:30]=[C:31]3[C:36]=2[O:35][CH:34]([C:37](=[O:38])[NH:13][C:10]2[CH:9]=[CH:8][C:7]([N:1]4[CH2:2][CH2:3][O:4][CH2:5][CH2:6]4)=[CH:12][CH:11]=2)[CH2:33][CH2:32]3)[CH2:23][CH2:22]1)=[O:20])([CH3:17])([CH3:16])[CH3:15]. The reactants are [N:1]1([C:7]2[CH:12]=[CH:11][C:10]([NH2:13])=[CH:9][CH:8]=2)[CH2:6][CH2:5][O:4][CH2:3][CH2:2]1.[C:14]([O:18][C:19]([N:21]1[CH2:26][CH2:25][N:24]([C:27]2[CH:28]=[C:29]([O:40][CH3:41])[CH:30]=[C:31]3[C:36]=2[O:35][CH:34]([C:37](O)=[O:38])[CH2:33][CH2:32]3)[CH2:23][CH2:22]1)=[O:20])([CH3:17])([CH3:16])[CH3:15].C1CN([P+](ON2N=NC3C=CC=NC2=3)(N2CCCC2)N2CCCC2)CC1.F[P-](F)(F)(F)(F)F.CN(C(ON1N=NC2C=CC=CC1=2)=[N+](C)C)C.[B-](F)(F)(F)F. No catalyst specified.